Task: Regression. Given two drug SMILES strings and cell line genomic features, predict the synergy score measuring deviation from expected non-interaction effect.. Dataset: NCI-60 drug combinations with 297,098 pairs across 59 cell lines (1) Drug 1: CC1C(C(CC(O1)OC2CC(OC(C2O)C)OC3=CC4=CC5=C(C(=O)C(C(C5)C(C(=O)C(C(C)O)O)OC)OC6CC(C(C(O6)C)O)OC7CC(C(C(O7)C)O)OC8CC(C(C(O8)C)O)(C)O)C(=C4C(=C3C)O)O)O)O. Drug 2: C1CNP(=O)(OC1)N(CCCl)CCCl. Cell line: OVCAR-5. Synergy scores: CSS=20.1, Synergy_ZIP=-0.283, Synergy_Bliss=-0.560, Synergy_Loewe=-1.23, Synergy_HSA=-1.13. (2) Drug 2: CC1C(C(CC(O1)OC2CC(OC(C2O)C)OC3=CC4=CC5=C(C(=O)C(C(C5)C(C(=O)C(C(C)O)O)OC)OC6CC(C(C(O6)C)O)OC7CC(C(C(O7)C)O)OC8CC(C(C(O8)C)O)(C)O)C(=C4C(=C3C)O)O)O)O. Synergy scores: CSS=51.6, Synergy_ZIP=5.11, Synergy_Bliss=4.81, Synergy_Loewe=-22.2, Synergy_HSA=5.05. Cell line: DU-145. Drug 1: CC1=C2C(C(=O)C3(C(CC4C(C3C(C(C2(C)C)(CC1OC(=O)C(C(C5=CC=CC=C5)NC(=O)OC(C)(C)C)O)O)OC(=O)C6=CC=CC=C6)(CO4)OC(=O)C)OC)C)OC. (3) Drug 1: CCCS(=O)(=O)NC1=C(C(=C(C=C1)F)C(=O)C2=CNC3=C2C=C(C=N3)C4=CC=C(C=C4)Cl)F. Drug 2: CC1=C(N=C(N=C1N)C(CC(=O)N)NCC(C(=O)N)N)C(=O)NC(C(C2=CN=CN2)OC3C(C(C(C(O3)CO)O)O)OC4C(C(C(C(O4)CO)O)OC(=O)N)O)C(=O)NC(C)C(C(C)C(=O)NC(C(C)O)C(=O)NCCC5=NC(=CS5)C6=NC(=CS6)C(=O)NCCC[S+](C)C)O. Cell line: HT29. Synergy scores: CSS=39.7, Synergy_ZIP=3.04, Synergy_Bliss=2.77, Synergy_Loewe=2.11, Synergy_HSA=3.13. (4) Synergy scores: CSS=23.4, Synergy_ZIP=0.765, Synergy_Bliss=9.74, Synergy_Loewe=-30.8, Synergy_HSA=4.28. Drug 1: CN(C)C1=NC(=NC(=N1)N(C)C)N(C)C. Cell line: MALME-3M. Drug 2: C1=CC=C(C=C1)NC(=O)CCCCCCC(=O)NO. (5) Drug 1: COC1=CC(=CC(=C1O)OC)C2C3C(COC3=O)C(C4=CC5=C(C=C24)OCO5)OC6C(C(C7C(O6)COC(O7)C8=CC=CS8)O)O. Drug 2: CS(=O)(=O)OCCCCOS(=O)(=O)C. Cell line: HS 578T. Synergy scores: CSS=23.5, Synergy_ZIP=-0.727, Synergy_Bliss=2.29, Synergy_Loewe=-7.42, Synergy_HSA=0.889. (6) Drug 1: C1=C(C(=O)NC(=O)N1)N(CCCl)CCCl. Drug 2: CC1C(C(CC(O1)OC2CC(OC(C2O)C)OC3=CC4=CC5=C(C(=O)C(C(C5)C(C(=O)C(C(C)O)O)OC)OC6CC(C(C(O6)C)O)OC7CC(C(C(O7)C)O)OC8CC(C(C(O8)C)O)(C)O)C(=C4C(=C3C)O)O)O)O. Cell line: T-47D. Synergy scores: CSS=14.6, Synergy_ZIP=-2.15, Synergy_Bliss=-0.840, Synergy_Loewe=-2.32, Synergy_HSA=-1.82. (7) Drug 1: CC1=CC=C(C=C1)C2=CC(=NN2C3=CC=C(C=C3)S(=O)(=O)N)C(F)(F)F. Drug 2: CCC1=C2CN3C(=CC4=C(C3=O)COC(=O)C4(CC)O)C2=NC5=C1C=C(C=C5)O. Cell line: MDA-MB-435. Synergy scores: CSS=12.4, Synergy_ZIP=-0.217, Synergy_Bliss=1.34, Synergy_Loewe=-17.3, Synergy_HSA=-2.11.